Regression. Given a peptide amino acid sequence and an MHC pseudo amino acid sequence, predict their binding affinity value. This is MHC class I binding data. From a dataset of Peptide-MHC class I binding affinity with 185,985 pairs from IEDB/IMGT. (1) The peptide sequence is SRWRIRSGL. The MHC is HLA-B18:01 with pseudo-sequence HLA-B18:01. The binding affinity (normalized) is 0.0847. (2) The peptide sequence is FTTPLISFF. The MHC is Mamu-A01 with pseudo-sequence Mamu-A01. The binding affinity (normalized) is 0.740. (3) The binding affinity (normalized) is 0.435. The MHC is Mamu-A11 with pseudo-sequence Mamu-A11. The peptide sequence is SEELSEEKI. (4) The peptide sequence is RSTPFNMLK. The MHC is HLA-A03:01 with pseudo-sequence HLA-A03:01. The binding affinity (normalized) is 0.807. (5) The binding affinity (normalized) is 0.0363. The MHC is Mamu-B01 with pseudo-sequence Mamu-B01. The peptide sequence is ILGLNKIVRMY. (6) The peptide sequence is AAEQRRSTI. The MHC is HLA-A68:02 with pseudo-sequence HLA-A68:02. The binding affinity (normalized) is 0.